From a dataset of Catalyst prediction with 721,799 reactions and 888 catalyst types from USPTO. Predict which catalyst facilitates the given reaction. Reactant: [H-].[H-].[H-].[H-].[Li+].[Al+3].[NH2:7][C:8]1[CH:9]=[N:10][CH:11]=[CH:12][C:13]=1[N:14]1[CH2:19][CH2:18][CH:17]([N:20]([CH3:28])[C:21](=O)OC(C)(C)C)[CH2:16][CH2:15]1. Product: [CH3:21][N:20]([CH3:28])[CH:17]1[CH2:16][CH2:15][N:14]([C:13]2[CH:12]=[CH:11][N:10]=[CH:9][C:8]=2[NH2:7])[CH2:19][CH2:18]1. The catalyst class is: 1.